This data is from Forward reaction prediction with 1.9M reactions from USPTO patents (1976-2016). The task is: Predict the product of the given reaction. (1) Given the reactants CC1(C)CCCC(C)(C)N1.[Li]CCCC.[C:16]1([S:22]([N:25]2[CH:29]=[CH:28][CH:27]=[CH:26]2)(=[O:24])=[O:23])[CH:21]=[CH:20][CH:19]=[CH:18][CH:17]=1.[CH3:30][C:31]1[N:36]=[C:35]([CH:37]=[O:38])[CH:34]=[CH:33][CH:32]=1, predict the reaction product. The product is: [C:16]1([S:22]([N:25]2[CH:26]=[CH:27][CH:28]=[C:29]2[CH:37]([C:35]2[CH:34]=[CH:33][CH:32]=[C:31]([CH3:30])[N:36]=2)[OH:38])(=[O:24])=[O:23])[CH:17]=[CH:18][CH:19]=[CH:20][CH:21]=1. (2) Given the reactants C([O:8][C:9]1[CH:14]=[CH:13][C:12]([CH2:15]/[C:16](/[C:23]2[CH:28]=[CH:27][CH:26]=[CH:25][N:24]=2)=[CH:17]/[C:18]([O:20][CH2:21][CH3:22])=[O:19])=[CH:11][CH:10]=1)C1C=CC=CC=1, predict the reaction product. The product is: [OH:8][C:9]1[CH:10]=[CH:11][C:12]([CH2:15][CH:16]([C:23]2[CH:28]=[CH:27][CH:26]=[CH:25][N:24]=2)[CH2:17][C:18]([O:20][CH2:21][CH3:22])=[O:19])=[CH:13][CH:14]=1. (3) Given the reactants Br[C:2]1[CH:3]=[C:4]([S:8]([N:11]2[CH2:16][CH2:15][N:14]([C:17]([O:19][C:20]([CH3:23])([CH3:22])[CH3:21])=[O:18])[CH2:13][C@@H:12]2[CH3:24])(=[O:10])=[O:9])[CH:5]=[CH:6][CH:7]=1.[CH3:25][C:26]1([CH3:42])[C:30]([CH3:32])([CH3:31])[O:29][B:28]([B:28]2[O:29][C:30]([CH3:32])([CH3:31])[C:26]([CH3:42])([CH3:25])[O:27]2)[O:27]1.C([O-])(=O)C.[K+].BrC1C=CC=CC=1S(N)(=O)=O, predict the reaction product. The product is: [CH3:24][C@@H:12]1[N:11]([S:8]([C:4]2[CH:5]=[CH:6][CH:7]=[C:2]([B:28]3[O:29][C:30]([CH3:32])([CH3:31])[C:26]([CH3:42])([CH3:25])[O:27]3)[CH:3]=2)(=[O:10])=[O:9])[CH2:16][CH2:15][N:14]([C:17]([O:19][C:20]([CH3:23])([CH3:22])[CH3:21])=[O:18])[CH2:13]1. (4) Given the reactants [CH2:1]([C@@H:5]1[NH:10][CH2:9][C@H:8]([C:11]2[CH:16]=[CH:15][CH:14]=[CH:13][CH:12]=2)[NH:7][C:6]1=[O:17])[CH:2]([CH3:4])[CH3:3].[Cl:18][C:19]1[CH:24]=[CH:23][C:22]([C@@H:25]2[CH2:27][C@H:26]2[C:28](O)=[O:29])=[C:21]([F:31])[CH:20]=1.C([C@@H]1N(C(=O)/C=C/C2C=CC=CC=2)C[C@H](CC(C)C)NC1=O)C(C)C, predict the reaction product. The product is: [Cl:18][C:19]1[CH:24]=[CH:23][C:22]([C@@H:25]2[CH2:27][C@H:26]2[C:28]([N:10]2[CH2:9][C@H:8]([C:11]3[CH:12]=[CH:13][CH:14]=[CH:15][CH:16]=3)[NH:7][C:6](=[O:17])[C@@H:5]2[CH2:1][CH:2]([CH3:4])[CH3:3])=[O:29])=[C:21]([F:31])[CH:20]=1. (5) The product is: [CH3:30][O:18][C:17]1[CH:16]=[CH:15][C:14]([CH:19]([OH:23])[CH2:20][CH2:21][CH2:22][C:2]2[CH:7]=[N:6][CH:5]=[CH:4][N:3]=2)=[C:9]([CH3:10])[C:25]=1[CH3:26]. Given the reactants Cl[C:2]1[CH:7]=[N:6][CH:5]=[CH:4][N:3]=1.N1C=CN=[CH:10][C:9]=1[C:14]#[C:15][CH2:16][CH2:17][OH:18].[CH2:19]([OH:23])[CH2:20][C:21]#[CH:22].N1CCC[CH2:26][CH2:25]1.[CH3:30]N1CCOCC1.N1C=CN=CC=1CCCCO.N1C=CN=CC=1CCCC=O.CC1C(C)=C(OC)C=CC=1[Mg]Br.C(OCCCC)CCC, predict the reaction product. (6) Given the reactants CC1C=CC(S(O[CH2:12][CH:13]2[CH2:17][C:16]3[CH:18]=[CH:19][CH:20]=[C:21]([C:22]4[CH:23]=[N:24][CH:25]=[CH:26][CH:27]=4)[C:15]=3[O:14]2)(=O)=O)=CC=1.[CH3:28][NH2:29], predict the reaction product. The product is: [CH3:28][NH:29][CH2:12][CH:13]1[CH2:17][C:16]2[CH:18]=[CH:19][CH:20]=[C:21]([C:22]3[CH:23]=[N:24][CH:25]=[CH:26][CH:27]=3)[C:15]=2[O:14]1. (7) Given the reactants [CH3:1][O:2][C:3]1[C:12]([O:13][CH3:14])=[N:11][C:10]2[C:9]([C:15](Cl)=[O:16])=[C:8]([CH3:18])[C:7]([N+:19]([O-:21])=[O:20])=[CH:6][C:5]=2[N:4]=1.[NH:22]1[CH2:28][CH2:27][CH2:26][NH:25][CH2:24][CH2:23]1, predict the reaction product. The product is: [N:22]1([C:15]([C:9]2[C:8]([CH3:18])=[C:7]([N+:19]([O-:21])=[O:20])[CH:6]=[C:5]3[C:10]=2[N:11]=[C:12]([O:13][CH3:14])[C:3]([O:2][CH3:1])=[N:4]3)=[O:16])[CH2:28][CH2:27][CH2:26][NH:25][CH2:24][CH2:23]1. (8) Given the reactants C1[CH:5]2[C@@H:6]3[CH:10]=[CH:9][C@H:8]([CH:4]2C=C1)[CH2:7]3.[CH2:11]([CH2:14][C:15]([O-:17])=[O:16])[CH:12]=[CH2:13].C1(C=CC(O)=CC=1)O, predict the reaction product. The product is: [CH:6]12[CH2:7][CH:8]([CH2:9][CH2:10]1)[CH:4]=[CH:5]2.[CH2:11]([CH2:14][C:15]([OH:17])=[O:16])[CH:12]=[CH2:13].